Dataset: M1 muscarinic receptor antagonist screen with 61,756 compounds. Task: Binary Classification. Given a drug SMILES string, predict its activity (active/inactive) in a high-throughput screening assay against a specified biological target. (1) The drug is O=C(CN1CCN(CC1)C(=O)c1occc1)c1c2c([nH]c1C)ccc(OC)c2. The result is 0 (inactive). (2) The molecule is O=C(N1CCN(CC1)c1c(ccc(c1)C)C)Cn1cccc1. The result is 0 (inactive). (3) The drug is Clc1c(N(S(=O)(=O)C)CC(=O)NCc2occc2)cc(cc1)C(F)(F)F. The result is 0 (inactive).